From a dataset of Forward reaction prediction with 1.9M reactions from USPTO patents (1976-2016). Predict the product of the given reaction. (1) Given the reactants Cl[C:2]1[CH:7]=[CH:6][N:5]=[CH:4][C:3]=1[N+:8]([O-:10])=[O:9].[F:11][C@H:12]1[CH2:17][CH2:16][NH:15][CH2:14][C@@H:13]1[NH:18][C:19](=[O:25])[O:20][C:21]([CH3:24])([CH3:23])[CH3:22].C(N(CC)CC)C, predict the reaction product. The product is: [F:11][C@H:12]1[CH2:17][CH2:16][N:15]([C:2]2[CH:7]=[CH:6][N:5]=[CH:4][C:3]=2[N+:8]([O-:10])=[O:9])[CH2:14][C@@H:13]1[NH:18][C:19](=[O:25])[O:20][C:21]([CH3:23])([CH3:22])[CH3:24]. (2) Given the reactants Br[CH:2]([C:4]1[O:5][C:6]2[C:11]([C:12](=[O:21])[C:13]=1[C:14]1[CH:19]=[CH:18][CH:17]=[C:16]([F:20])[CH:15]=1)=[CH:10][CH:9]=[CH:8][CH:7]=2)[CH3:3].CS(C)=[O:24], predict the reaction product. The product is: [F:20][C:16]1[CH:15]=[C:14]([C:13]2[C:12](=[O:21])[C:11]3[C:6](=[CH:7][CH:8]=[CH:9][CH:10]=3)[O:5][C:4]=2[CH:2]([OH:24])[CH3:3])[CH:19]=[CH:18][CH:17]=1. (3) The product is: [Br:9][C:10]1[CH:15]=[CH:14][C:13](/[CH:16]=[CH:17]/[CH2:18][N:5]2[CH2:6][CH2:7][C:2]([CH3:1])([OH:8])[CH2:3][CH2:4]2)=[CH:12][CH:11]=1. Given the reactants [CH3:1][C:2]1([OH:8])[CH2:7][CH2:6][NH:5][CH2:4][CH2:3]1.[Br:9][C:10]1[CH:15]=[CH:14][C:13](/[CH:16]=[CH:17]/[CH2:18]Cl)=[CH:12][CH:11]=1.C(N(CC)CC)C, predict the reaction product. (4) Given the reactants Cl[C:2]1[CH:3]=[CH:4][C:5]2[N:6]([C:8]([CH:11]([C:13]3[C:14]([F:24])=[C:15]4[C:20](=[CH:21][C:22]=3[F:23])[N:19]=[CH:18][CH:17]=[CH:16]4)[CH3:12])=[CH:9][N:10]=2)[N:7]=1.[F-].[K+].Cl.Cl.[N:29]1[CH:34]=[CH:33][CH:32]=[CH:31][C:30]=1[N:35]1[CH2:40][CH2:39][NH:38][CH2:37][C:36]1=[O:41], predict the reaction product. The product is: [F:24][C:14]1[C:13]([CH:11]([C:8]2[N:6]3[N:7]=[C:2]([N:38]4[CH2:39][CH2:40][N:35]([C:30]5[CH:31]=[CH:32][CH:33]=[CH:34][N:29]=5)[C:36](=[O:41])[CH2:37]4)[CH:3]=[CH:4][C:5]3=[N:10][CH:9]=2)[CH3:12])=[C:22]([F:23])[CH:21]=[C:20]2[C:15]=1[CH:16]=[CH:17][CH:18]=[N:19]2. (5) Given the reactants [CH3:1][O:2][C:3](=[O:41])[C:4]1[CH:9]=[CH:8][C:7]([CH2:10][N:11]2[CH:15]=[C:14]([C:16]3[CH:21]=[CH:20][C:19]([Cl:22])=[CH:18][C:17]=3[Cl:23])[N:13]=[C:12]2/[CH:24]=[CH:25]/[C:26]2[CH:31]=[CH:30][C:29]([C:32]3[CH:37]=[CH:36][C:35]([NH2:38])=[C:34]([O:39][CH3:40])[CH:33]=3)=[CH:28][CH:27]=2)=[CH:6][CH:5]=1.[C:42](O)(=[O:47])[CH2:43][CH:44]([CH3:46])[CH3:45], predict the reaction product. The product is: [CH3:1][O:2][C:3](=[O:41])[C:4]1[CH:9]=[CH:8][C:7]([CH2:10][N:11]2[CH:15]=[C:14]([C:16]3[CH:21]=[CH:20][C:19]([Cl:22])=[CH:18][C:17]=3[Cl:23])[N:13]=[C:12]2/[CH:24]=[CH:25]/[C:26]2[CH:31]=[CH:30][C:29]([C:32]3[CH:37]=[CH:36][C:35]([NH:38][C:42](=[O:47])[CH2:43][CH:44]([CH3:46])[CH3:45])=[C:34]([O:39][CH3:40])[CH:33]=3)=[CH:28][CH:27]=2)=[CH:6][CH:5]=1.